From a dataset of NCI-60 drug combinations with 297,098 pairs across 59 cell lines. Regression. Given two drug SMILES strings and cell line genomic features, predict the synergy score measuring deviation from expected non-interaction effect. (1) Drug 1: CC(C1=C(C=CC(=C1Cl)F)Cl)OC2=C(N=CC(=C2)C3=CN(N=C3)C4CCNCC4)N. Drug 2: CCCS(=O)(=O)NC1=C(C(=C(C=C1)F)C(=O)C2=CNC3=C2C=C(C=N3)C4=CC=C(C=C4)Cl)F. Cell line: TK-10. Synergy scores: CSS=10.1, Synergy_ZIP=-2.50, Synergy_Bliss=2.07, Synergy_Loewe=1.18, Synergy_HSA=1.37. (2) Drug 1: C(CN)CNCCSP(=O)(O)O. Drug 2: CCC1(C2=C(COC1=O)C(=O)N3CC4=CC5=C(C=CC(=C5CN(C)C)O)N=C4C3=C2)O.Cl. Cell line: UACC62. Synergy scores: CSS=47.5, Synergy_ZIP=-3.83, Synergy_Bliss=-4.16, Synergy_Loewe=-73.6, Synergy_HSA=-3.17. (3) Drug 1: CN(CC1=CN=C2C(=N1)C(=NC(=N2)N)N)C3=CC=C(C=C3)C(=O)NC(CCC(=O)O)C(=O)O. Drug 2: C1CC(C1)(C(=O)O)C(=O)O.[NH2-].[NH2-].[Pt+2]. Cell line: NCIH23. Synergy scores: CSS=22.4, Synergy_ZIP=-9.62, Synergy_Bliss=1.02, Synergy_Loewe=-20.1, Synergy_HSA=0.806. (4) Drug 1: C1=CC(=C(C=C1I)F)NC2=C(C=CC(=C2F)F)C(=O)NOCC(CO)O. Drug 2: CC1CCC2CC(C(=CC=CC=CC(CC(C(=O)C(C(C(=CC(C(=O)CC(OC(=O)C3CCCCN3C(=O)C(=O)C1(O2)O)C(C)CC4CCC(C(C4)OC)OP(=O)(C)C)C)C)O)OC)C)C)C)OC. Cell line: NCIH23. Synergy scores: CSS=61.8, Synergy_ZIP=5.68, Synergy_Bliss=5.21, Synergy_Loewe=15.1, Synergy_HSA=16.1. (5) Drug 1: C1=NC2=C(N1)C(=S)N=C(N2)N. Drug 2: C1=CN(C(=O)N=C1N)C2C(C(C(O2)CO)O)O.Cl. Cell line: EKVX. Synergy scores: CSS=26.6, Synergy_ZIP=-8.32, Synergy_Bliss=-11.2, Synergy_Loewe=-7.82, Synergy_HSA=-7.41. (6) Drug 1: C1=CC=C(C(=C1)C(C2=CC=C(C=C2)Cl)C(Cl)Cl)Cl. Drug 2: C1CN(CCN1C(=O)CCBr)C(=O)CCBr. Cell line: A498. Synergy scores: CSS=10.1, Synergy_ZIP=-3.31, Synergy_Bliss=0.994, Synergy_Loewe=0.467, Synergy_HSA=2.01. (7) Drug 1: C(=O)(N)NO. Drug 2: C1CCC(C(C1)N)N.C(=O)(C(=O)[O-])[O-].[Pt+4]. Cell line: K-562. Synergy scores: CSS=31.8, Synergy_ZIP=2.34, Synergy_Bliss=-0.488, Synergy_Loewe=-37.2, Synergy_HSA=-1.72. (8) Drug 1: C1=NNC2=C1C(=O)NC=N2. Drug 2: CCN(CC)CCCC(C)NC1=C2C=C(C=CC2=NC3=C1C=CC(=C3)Cl)OC. Cell line: HT29. Synergy scores: CSS=35.5, Synergy_ZIP=1.37, Synergy_Bliss=4.23, Synergy_Loewe=-14.0, Synergy_HSA=3.61. (9) Drug 1: CC12CCC3C(C1CCC2=O)CC(=C)C4=CC(=O)C=CC34C. Drug 2: C1=NC2=C(N1)C(=S)N=CN2. Cell line: HL-60(TB). Synergy scores: CSS=72.4, Synergy_ZIP=-1.59, Synergy_Bliss=1.13, Synergy_Loewe=-4.83, Synergy_HSA=1.38. (10) Drug 1: C1=C(C(=O)NC(=O)N1)F. Drug 2: CCN(CC)CCCC(C)NC1=C2C=C(C=CC2=NC3=C1C=CC(=C3)Cl)OC. Cell line: HS 578T. Synergy scores: CSS=46.7, Synergy_ZIP=1.73, Synergy_Bliss=2.45, Synergy_Loewe=5.09, Synergy_HSA=5.50.